The task is: Predict the product of the given reaction.. This data is from Forward reaction prediction with 1.9M reactions from USPTO patents (1976-2016). (1) Given the reactants [F:1][C:2]1[CH:36]=[CH:35][CH:34]=[C:33]([F:37])[C:3]=1[CH2:4][O:5][C:6]1[CH:7]=[CH:8][C:9]([CH3:32])=[C:10]([N:12]2[CH2:21][C:20]3[C:15](=[CH:16][C:17]([C:22]([NH:24][C:25]([CH3:30])([C:27]([OH:29])=O)[CH3:26])=[O:23])=[CH:18][CH:19]=3)[NH:14][C:13]2=[O:31])[CH:11]=1.CCN=C=NCCCN(C)C, predict the reaction product. The product is: [F:1][C:2]1[CH:36]=[CH:35][CH:34]=[C:33]([F:37])[C:3]=1[CH2:4][O:5][C:6]1[CH:7]=[CH:8][C:9]([CH3:32])=[C:10]([N:12]2[CH2:21][C:20]3[C:15](=[CH:16][C:17]([C:22]4[O:23][C:27](=[O:29])[C:25]([CH3:26])([CH3:30])[N:24]=4)=[CH:18][CH:19]=3)[NH:14][C:13]2=[O:31])[CH:11]=1. (2) Given the reactants [F:1][C:2]1[CH:7]=[CH:6][C:5]([Mg]Br)=[CH:4][CH:3]=1.[Cl-].FC1C=CC([Zn+])=CC=1.[F:19][C:20]1[CH:25]=[CH:24][C:23]([N:26]2[C@H:29]([C:30]3[CH:35]=[CH:34][C:33]([O:36][C:37]([C:50]4[CH:55]=[CH:54][CH:53]=[CH:52][CH:51]=4)([C:44]4[CH:49]=[CH:48][CH:47]=[CH:46][CH:45]=4)[C:38]4[CH:43]=[CH:42][CH:41]=[CH:40][CH:39]=4)=[CH:32][CH:31]=3)[C@@H:28]([CH2:56][CH2:57][C:58](Cl)=[O:59])[C:27]2=[O:61])=[CH:22][CH:21]=1, predict the reaction product. The product is: [F:19][C:20]1[CH:25]=[CH:24][C:23]([N:26]2[C@H:29]([C:30]3[CH:35]=[CH:34][C:33]([O:36][C:37]([C:50]4[CH:55]=[CH:54][CH:53]=[CH:52][CH:51]=4)([C:44]4[CH:49]=[CH:48][CH:47]=[CH:46][CH:45]=4)[C:38]4[CH:43]=[CH:42][CH:41]=[CH:40][CH:39]=4)=[CH:32][CH:31]=3)[C@@H:28]([CH2:56][CH2:57][C:58]([C:5]3[CH:6]=[CH:7][C:2]([F:1])=[CH:3][CH:4]=3)=[O:59])[C:27]2=[O:61])=[CH:22][CH:21]=1. (3) Given the reactants C([O:3][C:4]([C:6]1[NH:7][C:8]([C:11]([C:13]2[C:14](Cl)=[N:15][CH:16]=[CH:17][CH:18]=2)=O)=[CH:9][CH:10]=1)=[O:5])C.O.[NH2:21][NH2:22], predict the reaction product. The product is: [NH:21]1[C:14]2=[N:15][CH:16]=[CH:17][CH:18]=[C:13]2[C:11]([C:8]2[NH:7][C:6]([C:4]([OH:3])=[O:5])=[CH:10][CH:9]=2)=[N:22]1. (4) The product is: [NH2:1][C:2]1[CH:9]=[CH:8][C:5]([C:6]#[N:7])=[C:4]([CH:11]2[CH2:13][CH2:12]2)[N:3]=1. Given the reactants [NH2:1][C:2]1[CH:9]=[CH:8][C:5]([C:6]#[N:7])=[C:4](Cl)[N:3]=1.[CH:11]1(B(O)O)[CH2:13][CH2:12]1.[O-]P([O-])([O-])=O.[K+].[K+].[K+].C1(P(C2CCCCC2)C2CCCCC2)CCCCC1, predict the reaction product. (5) Given the reactants [Br:1][C:2]1[CH:15]=[CH:14][C:13]2[N:12]([S:16]([C:19]3[CH:24]=[CH:23][C:22]([O:25]C)=[CH:21][CH:20]=3)(=[O:18])=[O:17])[CH:11]([CH3:27])[C:10]3[C:5](=[CH:6][CH:7]=[C:8]([Cl:28])[CH:9]=3)[C:4]=2[CH:3]=1.C1CCCCC=1.B(Br)(Br)Br.ClCCl, predict the reaction product. The product is: [Br:1][C:2]1[CH:15]=[CH:14][C:13]2[N:12]([S:16]([C:19]3[CH:24]=[CH:23][C:22]([OH:25])=[CH:21][CH:20]=3)(=[O:18])=[O:17])[CH:11]([CH3:27])[C:10]3[C:5](=[CH:6][CH:7]=[C:8]([Cl:28])[CH:9]=3)[C:4]=2[CH:3]=1. (6) Given the reactants [NH:1]1[CH:5]=[N:4][C:3]([NH2:6])=[N:2]1.[CH2:7]([O:10][CH:11]1[CH2:16][CH2:15][C:14](=O)[CH2:13][CH2:12]1)[CH:8]=[CH2:9].C([BH3-])#N.[Na+].O, predict the reaction product. The product is: [CH2:7]([O:10][CH:11]1[CH2:16][CH2:15][CH:14]([NH:6][C:3]2[NH:4][CH:5]=[N:1][N:2]=2)[CH2:13][CH2:12]1)[CH:8]=[CH2:9]. (7) Given the reactants [Br:1][C:2]1[CH:3]=[CH:4][C:5]([F:26])=[C:6]([C:8]2([CH3:25])[CH2:12][O:11][S@@:10](=[O:13])[N:9]2[CH2:14][C:15]2[CH:20]=[CH:19][C:18]([O:21][CH3:22])=[CH:17][C:16]=2[O:23][CH3:24])[CH:7]=1.I([O-])(=O)(=O)=[O:28].[Na+], predict the reaction product. The product is: [Br:1][C:2]1[CH:3]=[CH:4][C:5]([F:26])=[C:6]([C@:8]2([CH3:25])[CH2:12][O:11][S:10](=[O:28])(=[O:13])[N:9]2[CH2:14][C:15]2[CH:20]=[CH:19][C:18]([O:21][CH3:22])=[CH:17][C:16]=2[O:23][CH3:24])[CH:7]=1. (8) Given the reactants C(OC(=O)[NH:7][C@@H:8]1[CH2:13][C@@H:12]([CH3:14])[CH2:11][N:10]([C:15](=[O:17])[CH3:16])[CH2:9]1)(C)(C)C.[ClH:19].O1CCOCC1, predict the reaction product. The product is: [ClH:19].[NH2:7][C@@H:8]1[CH2:13][C@@H:12]([CH3:14])[CH2:11][N:10]([C:15](=[O:17])[CH3:16])[CH2:9]1. (9) Given the reactants [NH2:1][C:2]([NH2:4])=[S:3].Br[CH:6]([C:10]1[CH:15]=[C:14]([CH3:16])[N:13]=[C:12]([S:17][CH3:18])[N:11]=1)[C:7](=O)[CH3:8], predict the reaction product. The product is: [CH3:8][C:7]1[N:1]=[C:2]([NH2:4])[S:3][C:6]=1[C:10]1[CH:15]=[C:14]([CH3:16])[N:13]=[C:12]([S:17][CH3:18])[N:11]=1. (10) Given the reactants [N:1]1([C:7]2[N:12]=[CH:11][NH:10][C:9](=[O:13])[CH:8]=2)[CH2:6][CH2:5][NH:4][CH2:3][CH2:2]1.[C:14]1([C:20]2[CH:27]=[CH:26][CH:25]=[CH:24][C:21]=2[CH:22]=O)[CH:19]=[CH:18][CH:17]=[CH:16][CH:15]=1, predict the reaction product. The product is: [C:20]1([C:14]2[CH:15]=[CH:16][CH:17]=[CH:18][CH:19]=2)[CH:27]=[CH:26][CH:25]=[CH:24][C:21]=1[CH2:22][N:4]1[CH2:5][CH2:6][N:1]([C:7]2[N:12]=[CH:11][NH:10][C:9](=[O:13])[CH:8]=2)[CH2:2][CH2:3]1.